Dataset: Full USPTO retrosynthesis dataset with 1.9M reactions from patents (1976-2016). Task: Predict the reactants needed to synthesize the given product. (1) The reactants are: Cl.C(OC([NH:9][C:10]1([C:40]([O:42][CH3:43])=[O:41])[CH2:15][CH2:14][N:13]([C:16]([C:18]2[CH:19]=[N:20][N:21]3[CH:26]=[CH:25][C:24]([N:27]4[CH2:31][CH2:30][CH2:29][C@@H:28]4[C:32]4[CH:37]=[C:36]([F:38])[CH:35]=[CH:34][C:33]=4[F:39])=[CH:23][C:22]=23)=[O:17])[CH2:12][CH2:11]1)=O)(C)(C)C. Given the product [NH2:9][C:10]1([C:40]([O:42][CH3:43])=[O:41])[CH2:11][CH2:12][N:13]([C:16]([C:18]2[CH:19]=[N:20][N:21]3[CH:26]=[CH:25][C:24]([N:27]4[CH2:31][CH2:30][CH2:29][C@@H:28]4[C:32]4[CH:37]=[C:36]([F:38])[CH:35]=[CH:34][C:33]=4[F:39])=[CH:23][C:22]=23)=[O:17])[CH2:14][CH2:15]1, predict the reactants needed to synthesize it. (2) Given the product [Cl:1][C:2]1[CH:3]=[N:4][CH:5]=[CH:6][C:7]=1[C:8]1[C:9]([C:18]2[CH:19]=[N:20][CH:21]=[CH:22][CH:23]=2)=[N:10][C:11]([NH2:17])=[C:12]([NH2:14])[CH:13]=1, predict the reactants needed to synthesize it. The reactants are: [Cl:1][C:2]1[CH:3]=[N:4][CH:5]=[CH:6][C:7]=1[C:8]1[C:9]([C:18]2[CH:19]=[N:20][CH:21]=[CH:22][CH:23]=2)=[N:10][C:11]([NH2:17])=[C:12]([N+:14]([O-])=O)[CH:13]=1.Cl.